From a dataset of Reaction yield outcomes from USPTO patents with 853,638 reactions. Predict the reaction yield, written as a fraction of the theoretical maximum amount of product (1.0 means a 100% yield; for example, 0.34 means a 34% yield). (1) The reactants are [Cl:1][C:2]1[CH:3]=[C:4]([CH:22]=[CH:23][CH:24]=1)[CH2:5][N:6]1[CH:10]=[C:9]2[C:11](=O)[CH2:12][CH2:13][C:8]2=[C:7]1[C:15]1[CH:20]=[CH:19][CH:18]=[CH:17][C:16]=1[F:21].[CH3:25][NH2:26].O1CCCC1.[BH4-].[Na+]. The catalyst is CO.C(O[Ti](OC(C)C)(OC(C)C)OC(C)C)(C)C. The product is [Cl:1][C:2]1[CH:3]=[C:4]([CH:22]=[CH:23][CH:24]=1)[CH2:5][N:6]1[CH:10]=[C:9]2[CH:11]([NH:26][CH3:25])[CH2:12][CH2:13][C:8]2=[C:7]1[C:15]1[CH:20]=[CH:19][CH:18]=[CH:17][C:16]=1[F:21]. The yield is 0.270. (2) The reactants are [O:1]=[C:2]([CH3:10])[CH2:3][CH2:4][C:5]([O:7][CH2:8][CH3:9])=[O:6].[Br:11]Br.S([O-])([O-])(=O)=S.[Na+].[Na+]. The catalyst is CCOCC. The product is [Br:11][CH:3]([C:2](=[O:1])[CH3:10])[CH2:4][C:5]([O:7][CH2:8][CH3:9])=[O:6]. The yield is 0.430. (3) The reactants are [CH3:1][N:2]1[C:6]([CH:7]2[C:16](=O)[C:15]3[C:14]([C:18]([O:20]CC)=O)=[CH:13][CH:12]=[CH:11][C:10]=3[NH:9][CH:8]2[C:23]2[CH:28]=[CH:27][CH:26]=[CH:25][CH:24]=2)=[CH:5][N:4]=[CH:3]1.O.[NH2:30][NH2:31]. The catalyst is CO. The product is [CH3:1][N:2]1[C:6]([CH:7]2[C:16]3=[N:30][NH:31][C:18](=[O:20])[C:14]4[CH:13]=[CH:12][CH:11]=[C:10]([C:15]=43)[NH:9][CH:8]2[C:23]2[CH:28]=[CH:27][CH:26]=[CH:25][CH:24]=2)=[CH:5][N:4]=[CH:3]1. The yield is 0.460.